Task: Predict which catalyst facilitates the given reaction.. Dataset: Catalyst prediction with 721,799 reactions and 888 catalyst types from USPTO (1) Reactant: Cl.C(O[C:5]([CH:7]1[C:12](=O)[CH:11]([C:14]2[CH:19]=[CH:18][CH:17]=[CH:16][CH:15]=2)[CH2:10][N:9]([CH3:20])[CH2:8]1)=[O:6])C.[N+]([O-])(O)=O.[N+]([O-])(O)=O.[CH3:29][O:30][C:31]1[CH:32]=[C:33]([NH:43][C:44]([NH2:46])=[NH:45])[CH:34]=[CH:35][C:36]=1[N:37]1[CH:41]=[C:40]([CH3:42])[N:39]=[CH:38]1.C(N(CC)CC)C. Product: [CH3:29][O:30][C:31]1[CH:32]=[C:33]([NH:43][C:44]2[N:46]=[C:5]([OH:6])[C:7]3[CH2:8][N:9]([CH3:20])[CH2:10][CH:11]([C:14]4[CH:15]=[CH:16][CH:17]=[CH:18][CH:19]=4)[C:12]=3[N:45]=2)[CH:34]=[CH:35][C:36]=1[N:37]1[CH:41]=[C:40]([CH3:42])[N:39]=[CH:38]1. The catalyst class is: 162. (2) Reactant: C[O:2][C:3]([CH:5]1[CH2:10][CH2:9][N:8]([C:11]2[C:16]([NH:17][C:18](=[O:26])[C:19]3[CH:24]=[CH:23][CH:22]=[C:21]([Cl:25])[CH:20]=3)=[CH:15][C:14]([Cl:27])=[CH:13][N:12]=2)[CH2:7][CH2:6]1)=[O:4].O.[OH-].[Na+]. Product: [Cl:27][C:14]1[CH:15]=[C:16]([NH:17][C:18](=[O:26])[C:19]2[CH:24]=[CH:23][CH:22]=[C:21]([Cl:25])[CH:20]=2)[C:11]([N:8]2[CH2:9][CH2:10][CH:5]([C:3]([OH:4])=[O:2])[CH2:6][CH2:7]2)=[N:12][CH:13]=1. The catalyst class is: 5. (3) Reactant: [F:1][C:2]1[CH:7]=[CH:6][C:5]([CH:8]=[CH:9][C:10]([C:12]2[S:13][CH:14]=[CH:15][CH:16]=2)=O)=[CH:4][CH:3]=1.O.[NH2:18][NH2:19]. Product: [F:1][C:2]1[CH:7]=[CH:6][C:5]([CH:8]2[NH:19][NH:18][C:10]([C:12]3[S:13][CH:14]=[CH:15][CH:16]=3)=[CH:9]2)=[CH:4][CH:3]=1. The catalyst class is: 8. (4) The catalyst class is: 1. Reactant: C([O:5][C:6](=[O:52])[CH2:7][CH:8]1[CH2:13][CH:12]([CH2:14][CH2:15][N:16]2[CH:20](C(C)C)[CH:19](C(=O)NC3C=CC=CC=3)[CH:18](C3C=CC=CC=3)[CH:17]2C2C=CC(F)=CC=2)OB(C2C=CC=CC=2)O1)(C)(C)C.O.CO.[O-2].[Ca+2]. Product: [N:16]1([CH2:15][CH2:14][CH2:12][CH2:13][CH2:8][CH2:7][C:6]([OH:52])=[O:5])[CH:20]=[CH:19][CH:18]=[CH:17]1.